Dataset: Forward reaction prediction with 1.9M reactions from USPTO patents (1976-2016). Task: Predict the product of the given reaction. The product is: [CH3:9][C:8]1[C:3]([CH2:2][N:24]2[CH:25]=[CH:26][C:22]([C:21]([F:28])([F:27])[F:20])=[N:23]2)=[N:4][C:5]([C:10]2[CH:15]=[CH:14][C:13]([C:16]([F:19])([F:18])[F:17])=[CH:12][CH:11]=2)=[N:6][CH:7]=1. Given the reactants Br[CH2:2][C:3]1[C:8]([CH3:9])=[CH:7][N:6]=[C:5]([C:10]2[CH:15]=[CH:14][C:13]([C:16]([F:19])([F:18])[F:17])=[CH:12][CH:11]=2)[N:4]=1.[F:20][C:21]([F:28])([F:27])[C:22]1[CH:26]=[CH:25][NH:24][N:23]=1.C(=O)([O-])[O-].[K+].[K+], predict the reaction product.